Predict the product of the given reaction. From a dataset of Forward reaction prediction with 1.9M reactions from USPTO patents (1976-2016). (1) Given the reactants [NH:1]1[CH2:5][CH2:4][CH:3]([NH:6][C:7](=[O:13])[O:8][C:9]([CH3:12])([CH3:11])[CH3:10])[CH2:2]1.[C:14](Cl)(=[O:16])[CH3:15], predict the reaction product. The product is: [C:14]([N:1]1[CH2:5][CH2:4][CH:3]([NH:6][C:7](=[O:13])[O:8][C:9]([CH3:10])([CH3:12])[CH3:11])[CH2:2]1)(=[O:16])[CH3:15]. (2) Given the reactants Cl[C:2]1[C:11]([CH3:12])=[C:10]([Cl:13])[C:9]2[C:4](=[CH:5][C:6]([F:15])=[CH:7][C:8]=2[F:14])[N:3]=1.[CH3:16][N:17]1[C:25]2[C:20](=[C:21](B3OC(C)(C)C(C)(C)O3)[CH:22]=[CH:23][CH:24]=2)[CH:19]=[CH:18]1.C(=O)([O-])[O-].[K+].[K+], predict the reaction product. The product is: [Cl:13][C:10]1[C:9]2[C:4](=[CH:5][C:6]([F:15])=[CH:7][C:8]=2[F:14])[N:3]=[C:2]([C:21]2[CH:22]=[CH:23][CH:24]=[C:25]3[C:20]=2[CH:19]=[CH:18][N:17]3[CH3:16])[C:11]=1[CH3:12]. (3) The product is: [CH2:1]([C:5]([CH3:22])([CH2:11][C:12]1[CH:17]=[CH:16][C:15]([O:18][CH2:19][CH2:20][O:21][S:24]([CH3:23])(=[O:26])=[O:25])=[CH:14][CH:13]=1)[C:6]([O:8][CH2:9][CH3:10])=[O:7])[CH2:2][CH2:3][CH3:4]. Given the reactants [CH2:1]([C:5]([CH3:22])([CH2:11][C:12]1[CH:17]=[CH:16][C:15]([O:18][CH2:19][CH2:20][OH:21])=[CH:14][CH:13]=1)[C:6]([O:8][CH2:9][CH3:10])=[O:7])[CH2:2][CH2:3][CH3:4].[CH3:23][S:24](Cl)(=[O:26])=[O:25], predict the reaction product.